From a dataset of Forward reaction prediction with 1.9M reactions from USPTO patents (1976-2016). Predict the product of the given reaction. (1) Given the reactants [Cl:1][C:2]1[CH:3]=[CH:4][C:5]2[N:6]([CH:8]=[C:9]([C:11]([O:13][CH2:14][CH3:15])=[O:12])[N:10]=2)[CH:7]=1.C(=O)([O-])[O-].[Cs+].[Cs+].C1(P(C2C=CC=CC=2)C2C=CC=CC=2)C=CC=CC=1.Br[C:42]1[CH:47]=[CH:46][CH:45]=[C:44]([F:48])[CH:43]=1, predict the reaction product. The product is: [Cl:1][C:2]1[CH:3]=[CH:4][C:5]2[N:6]([C:8]([C:42]3[CH:47]=[CH:46][CH:45]=[C:44]([F:48])[CH:43]=3)=[C:9]([C:11]([O:13][CH2:14][CH3:15])=[O:12])[N:10]=2)[CH:7]=1. (2) Given the reactants [CH3:1][C:2]1([CH3:9])[O:6][C@@H:5]([CH2:7][OH:8])[CH2:4][O:3]1.CN(C)C=O.[H-].[Na+].Cl[C:18]1[CH:23]=[CH:22][C:21]([N+:24]([O-:26])=[O:25])=[CH:20][N:19]=1, predict the reaction product. The product is: [CH3:1][C:2]1([CH3:9])[O:6][C@@H:5]([CH2:7][O:8][C:18]2[CH:23]=[CH:22][C:21]([N+:24]([O-:26])=[O:25])=[CH:20][N:19]=2)[CH2:4][O:3]1.